This data is from Full USPTO retrosynthesis dataset with 1.9M reactions from patents (1976-2016). The task is: Predict the reactants needed to synthesize the given product. (1) The reactants are: Br[C:2]1[CH:3]=[C:4]([C@@H:8]2[C@@H:12]([C:13]3[CH:18]=[C:17]([F:19])[CH:16]=[CH:15][C:14]=3[F:20])[O:11][C:10](=[O:21])[NH:9]2)[CH:5]=[N:6][CH:7]=1.[C:22]([C:24]1[CH:29]=[CH:28][CH:27]=[CH:26][CH:25]=1)#[CH:23].C1(P(C2C=CC=CC=2)C2C=CC=CC=2)C=CC=CC=1. Given the product [F:20][C:14]1[CH:15]=[CH:16][C:17]([F:19])=[CH:18][C:13]=1[C@H:12]1[O:11][C:10](=[O:21])[NH:9][C@@H:8]1[C:4]1[CH:5]=[N:6][CH:7]=[C:2]([C:23]#[C:22][C:24]2[CH:29]=[CH:28][CH:27]=[CH:26][CH:25]=2)[CH:3]=1, predict the reactants needed to synthesize it. (2) Given the product [NH2:6][CH:7]([CH2:11][C:12]1[S:13][CH:14]=[CH:15][N:16]=1)[C:8]([O:10][C:32]([CH3:35])([CH3:34])[CH3:33])=[O:9], predict the reactants needed to synthesize it. The reactants are: Cl(O)(=O)(=O)=O.[NH2:6][CH:7]([CH2:11][C:12]1[S:13][CH:14]=[CH:15][N:16]=1)[C:8]([OH:10])=[O:9].C(OCC)(=O)C.C(=O)([O-])O.[Na+].C(O[C:32]([CH3:35])([CH3:34])[CH3:33])(=O)C.